From a dataset of Forward reaction prediction with 1.9M reactions from USPTO patents (1976-2016). Predict the product of the given reaction. (1) Given the reactants C[O:2][C:3]1[CH:8]=[CH:7][C:6]([O:9][C:10]([F:13])([F:12])[F:11])=[CH:5][C:4]=1[B:14]([OH:16])[OH:15].B(Br)(Br)Br, predict the reaction product. The product is: [OH:2][C:3]1[CH:8]=[CH:7][C:6]([O:9][C:10]([F:13])([F:11])[F:12])=[CH:5][C:4]=1[B:14]([OH:16])[OH:15]. (2) The product is: [Br:1][C:2]1[CH:7]=[CH:6][CH:5]=[C:4]([N:10]2[CH:14]=[N:13][CH:12]=[N:11]2)[N:3]=1. Given the reactants [Br:1][C:2]1[CH:7]=[CH:6][CH:5]=[C:4](Br)[N:3]=1.[Na].[NH:10]1[CH:14]=[N:13][CH:12]=[N:11]1, predict the reaction product. (3) Given the reactants [OH-].[Na+].[CH2:3]([SH:13])[CH2:4][CH2:5][CH2:6][CH2:7][CH2:8][CH2:9][CH2:10][CH2:11][CH3:12].Cl.Cl[CH2:16][CH2:17][NH:18][CH2:19][CH2:20]Cl, predict the reaction product. The product is: [CH2:3]([S:13][CH2:16][CH2:17][NH:18][CH2:19][CH2:20][S:13][CH2:3][CH2:4][CH2:5][CH2:6][CH2:7][CH2:8][CH2:9][CH2:10][CH2:11][CH3:12])[CH2:4][CH2:5][CH2:6][CH2:7][CH2:8][CH2:9][CH2:10][CH2:11][CH3:12].